Dataset: Forward reaction prediction with 1.9M reactions from USPTO patents (1976-2016). Task: Predict the product of the given reaction. (1) Given the reactants Br[CH2:2][CH2:3][CH:4]([O:9][C:10]1[C:11]([CH2:17][CH3:18])=[N:12][C:13]([CH3:16])=[CH:14][CH:15]=1)[C:5]([O:7][CH3:8])=[O:6].CC(C)([O-])C.[K+], predict the reaction product. The product is: [CH2:17]([C:11]1[C:10]([O:9][C:4]2([C:5]([O:7][CH3:8])=[O:6])[CH2:2][CH2:3]2)=[CH:15][CH:14]=[C:13]([CH3:16])[N:12]=1)[CH3:18]. (2) Given the reactants [CH3:1][O:2][C:3]1[CH:4]=[CH:5][C:6]2[CH:12]=[CH:11][NH:10][C:9](=[O:13])[CH2:8][C:7]=2[CH:14]=1, predict the reaction product. The product is: [CH3:1][O:2][C:3]1[CH:4]=[CH:5][C:6]2[CH2:12][CH2:11][NH:10][C:9](=[O:13])[CH2:8][C:7]=2[CH:14]=1. (3) Given the reactants Br[C:2]1[CH:3]=[CH:4][C:5]([NH:13][C:14]2[C:19]([C:20]([F:23])([F:22])[F:21])=[CH:18][N:17]=[C:16]([NH:24][C:25]3[CH:37]=[CH:36][C:28]([CH2:29][CH2:30][PH:31](=[O:35])[O:32][CH2:33][CH3:34])=[CH:27][CH:26]=3)[N:15]=2)=[C:6]2[C:10]=1[CH2:9][N:8]([CH3:11])[C:7]2=[O:12].[CH:38]1[CH:39]=[CH:40][C:41](P([C:38]2[C:43]([C:38]3[C:43](P([C:38]4[CH:43]=[CH:42][CH:41]=[CH:40][CH:39]=4)[C:38]4[CH:43]=[CH:42][CH:41]=[CH:40][CH:39]=4)=[CH:42][CH:41]=[C:40]4[C:39]=3C=CC=C4)=[C:42]3[C:41](C=CC=C3)=[CH:40][CH:39]=2)[C:38]2[CH:43]=[CH:42][CH:41]=[CH:40][CH:39]=2)=[CH:42][CH:43]=1.[C:84](=[O:87])([O-])[O-:85].[Cs+].[Cs+], predict the reaction product. The product is: [OH:85][C:84]([C:20]([F:23])([F:22])[F:21])=[O:87].[OH:85][CH:41]1[CH2:40][CH2:39][CH:38]([C:2]2[CH:3]=[CH:4][C:5]([NH:13][C:14]3[C:19]([C:20]([F:22])([F:21])[F:23])=[CH:18][N:17]=[C:16]([NH:24][C:25]4[CH:26]=[CH:27][C:28]([CH2:29][CH2:30][PH:31](=[O:35])[O:32][CH2:33][CH3:34])=[CH:36][CH:37]=4)[N:15]=3)=[C:6]3[C:10]=2[CH2:9][N:8]([CH3:11])[C:7]3=[O:12])[CH2:43][CH2:42]1. (4) Given the reactants [CH2:1]([O:8][C@@H:9]1[C@@H:41]([O:42][CH2:43][C:44]2[CH:49]=[CH:48][CH:47]=[CH:46][CH:45]=2)[C@H:40]([O:50][C@@H:51]2[O:80][C@H:79]([CH3:81])[C@@H:70]([O:71][CH2:72][C:73]3[CH:78]=[CH:77][CH:76]=[CH:75][CH:74]=3)[C@H:61]([O:62][CH2:63][C:64]3[CH:69]=[CH:68][CH:67]=[CH:66][CH:65]=3)[C@H:52]2[O:53][CH2:54][C:55]2[CH:60]=[CH:59][CH:58]=[CH:57][CH:56]=2)[C@@H:39]([CH2:82][O:83][CH2:84][C:85]2[CH:90]=[CH:89][CH:88]=[CH:87][CH:86]=2)[O:38][CH:10]1[O:11][C@@H:12]1[C@@H:19]2[C@@H:15]([N:16]([C:20]([O:22][CH2:23]C3C=CC=CC=3)=[O:21])[O:17][CH2:18]2)[CH2:14][C@H:13]1[O:30][CH2:31][C:32]1[CH:37]=[CH:36][CH:35]=[CH:34][CH:33]=1)[C:2]1[CH:7]=[CH:6][CH:5]=[CH:4][CH:3]=1.C1(C)C=CC=CC=1.C[O-].[Na+].C(OCC)C, predict the reaction product. The product is: [CH2:1]([O:8][C@@H:9]1[C@@H:41]([O:42][CH2:43][C:44]2[CH:49]=[CH:48][CH:47]=[CH:46][CH:45]=2)[C@H:40]([O:50][C@@H:51]2[O:80][C@H:79]([CH3:81])[C@@H:70]([O:71][CH2:72][C:73]3[CH:74]=[CH:75][CH:76]=[CH:77][CH:78]=3)[C@H:61]([O:62][CH2:63][C:64]3[CH:65]=[CH:66][CH:67]=[CH:68][CH:69]=3)[C@H:52]2[O:53][CH2:54][C:55]2[CH:60]=[CH:59][CH:58]=[CH:57][CH:56]=2)[C@@H:39]([CH2:82][O:83][CH2:84][C:85]2[CH:86]=[CH:87][CH:88]=[CH:89][CH:90]=2)[O:38][C@@H:10]1[O:11][C@@H:12]1[C@@H:19]2[C@@H:15]([N:16]([C:20]([O:22][CH3:23])=[O:21])[O:17][CH2:18]2)[CH2:14][C@H:13]1[O:30][CH2:31][C:32]1[CH:33]=[CH:34][CH:35]=[CH:36][CH:37]=1)[C:2]1[CH:7]=[CH:6][CH:5]=[CH:4][CH:3]=1. (5) Given the reactants [I:1][C:2]1[CH:3]=[C:4]([CH:8]=[CH:9][CH:10]=1)[C:5]([OH:7])=[O:6].O[N:12]1[C:16](=[O:17])[CH2:15][CH2:14][C:13]1=[O:18].C1(N=C=NC2CCCCC2)CCCCC1, predict the reaction product. The product is: [O:18]=[C:13]1[CH2:14][CH2:15][C:16](=[O:17])[N:12]1[O:6][C:5](=[O:7])[C:4]1[CH:8]=[CH:9][CH:10]=[C:2]([I:1])[CH:3]=1. (6) Given the reactants [CH3:1][NH:2][CH2:3][C:4]1[CH:12]=[CH:11][C:7]2[NH:8][CH:9]=[N:10][C:6]=2[C:5]=1[CH3:13].Cl[C:15]1[N:20]=[C:19]([NH:21][C:22]2[NH:26][N:25]=[C:24]([CH:27]3[CH2:29][CH2:28]3)[CH:23]=2)[CH:18]=[CH:17][N:16]=1.CCN(C(C)C)C(C)C, predict the reaction product. The product is: [CH:27]1([C:24]2[NH:25][N:26]=[C:22]([NH:21][C:19]3[CH:18]=[CH:17][N:16]=[C:15]([N:2]([CH3:1])[CH2:3][C:4]4[CH:12]=[CH:11][C:7]5[NH:8][CH:9]=[N:10][C:6]=5[C:5]=4[CH3:13])[N:20]=3)[CH:23]=2)[CH2:29][CH2:28]1. (7) The product is: [C:1]([C:5]1[CH:17]=[CH:16][C:8]2[O:9][CH:10]([C:13]([NH:29][CH2:28][C:21]3[C:22]4[C:27](=[CH:26][CH:25]=[CH:24][CH:23]=4)[N:18]=[CH:19][CH:20]=3)=[O:15])[CH2:11][O:12][C:7]=2[CH:6]=1)([CH3:2])([CH3:3])[CH3:4]. Given the reactants [C:1]([C:5]1[CH:17]=[CH:16][C:8]2[O:9][CH:10]([C:13]([OH:15])=O)[CH2:11][O:12][C:7]=2[CH:6]=1)([CH3:4])([CH3:3])[CH3:2].[N:18]1[C:27]2[C:22](=[CH:23][CH:24]=[CH:25][CH:26]=2)[C:21]([CH2:28][NH2:29])=[CH:20][CH:19]=1.F[P-](F)(F)(F)(F)F.C[N+](C)=C(N(C)C)ON1C2N=CC=CC=2N=N1.C(N(CC)C(C)C)(C)C, predict the reaction product. (8) Given the reactants [Cl:1][C:2]1[CH:24]=[CH:23][C:5]([O:6][CH2:7][CH:8]2[CH2:13][NH:12][CH2:11][CH2:10][N:9]2[C:14]2[CH:19]=[CH:18][C:17]([CH:20]([CH3:22])[CH3:21])=[CH:16][CH:15]=2)=[CH:4][CH:3]=1.Cl.C(OCC)(=O)C, predict the reaction product. The product is: [ClH:1].[Cl:1][C:2]1[CH:24]=[CH:23][C:5]([O:6][CH2:7][CH:8]2[CH2:13][NH:12][CH2:11][CH2:10][N:9]2[C:14]2[CH:19]=[CH:18][C:17]([CH:20]([CH3:21])[CH3:22])=[CH:16][CH:15]=2)=[CH:4][CH:3]=1. (9) The product is: [C:20]([O:23][C:24]([NH:2][C@H:3]([CH2:8][OH:9])[C:4]([O:6][CH3:7])=[O:5])=[O:25])([CH3:22])([CH3:21])[CH3:19]. Given the reactants Cl.[NH2:2][C@H:3]([CH2:8][OH:9])[C:4]([O:6][CH3:7])=[O:5].CCN(C(C)C)C(C)C.[CH3:19][C:20]([O:23][C:24](O[C:24]([O:23][C:20]([CH3:22])([CH3:21])[CH3:19])=[O:25])=[O:25])([CH3:22])[CH3:21], predict the reaction product. (10) Given the reactants [Cl-].[NH4+:2].C[Al](C)C.[CH3:7][S:8][C:9]1[C:10]([C:15]#[N:16])=[N:11][CH:12]=[CH:13][CH:14]=1.CO, predict the reaction product. The product is: [CH3:7][S:8][C:9]1[C:10]([C:15](=[NH:2])[NH2:16])=[N:11][CH:12]=[CH:13][CH:14]=1.